This data is from Catalyst prediction with 721,799 reactions and 888 catalyst types from USPTO. The task is: Predict which catalyst facilitates the given reaction. (1) Reactant: [CH2:1]([C:4]1[C:11]([O:12][CH3:13])=[CH:10][C:7]([CH2:8][OH:9])=[C:6]([N+:14]([O-:16])=[O:15])[CH:5]=1)[CH:2]=[CH2:3].N1C=CN=C1.[Si:22](Cl)([C:25]([CH3:28])([CH3:27])[CH3:26])([CH3:24])[CH3:23]. Product: [CH2:1]([C:4]1[C:11]([O:12][CH3:13])=[CH:10][C:7]([CH2:8][O:9][Si:22]([C:25]([CH3:28])([CH3:27])[CH3:26])([CH3:24])[CH3:23])=[C:6]([N+:14]([O-:16])=[O:15])[CH:5]=1)[CH:2]=[CH2:3]. The catalyst class is: 42. (2) Reactant: [Cl:1][C:2]1[C:3]([O:12][C:13]2[CH:18]=[C:17]([O:19][CH:20]([CH3:22])[CH3:21])[CH:16]=[CH:15][C:14]=2[CH2:23][CH2:24][CH2:25][OH:26])=[N:4][CH:5]=[C:6]([C:8]([F:11])([F:10])[F:9])[CH:7]=1.Cl[S:28]([N:31]=[C:32]=[O:33])(=[O:30])=[O:29].[NH2:34][CH2:35][CH2:36][O:37][CH:38]([CH3:40])[CH3:39].Cl. Product: [CH:38]([O:37][CH2:36][CH2:35][NH:34][S:28]([NH:31][C:32](=[O:33])[O:26][CH2:25][CH2:24][CH2:23][C:14]1[CH:15]=[CH:16][C:17]([O:19][CH:20]([CH3:21])[CH3:22])=[CH:18][C:13]=1[O:12][C:3]1[C:2]([Cl:1])=[CH:7][C:6]([C:8]([F:11])([F:10])[F:9])=[CH:5][N:4]=1)(=[O:30])=[O:29])([CH3:40])[CH3:39]. The catalyst class is: 852. (3) Reactant: Cl.[CH3:2][C:3]([CH3:32])([CH3:31])[CH2:4][C:5]1[N:6]=[C:7]([C:16]([OH:30])([CH3:29])[CH2:17][C:18]2[CH:23]=[CH:22][C:21]([N:24]3[CH:28]=[CH:27][CH:26]=[N:25]3)=[CH:20][CH:19]=2)[N:8](S(N(C)C)(=O)=O)[CH:9]=1. Product: [CH3:2][C:3]([CH3:32])([CH3:31])[CH2:4][C:5]1[N:6]=[C:7]([C:16]([OH:30])([CH3:29])[CH2:17][C:18]2[CH:23]=[CH:22][C:21]([N:24]3[CH:28]=[CH:27][CH:26]=[N:25]3)=[CH:20][CH:19]=2)[NH:8][CH:9]=1. The catalyst class is: 5. (4) Reactant: [C:1]1([CH2:7][CH2:8][C:9]([OH:11])=O)[CH:6]=[CH:5][CH:4]=[CH:3][CH:2]=1.CCN=C=NCCCN(C)C.C1C=CC2N(O)N=NC=2C=1.CN1CCOCC1.[NH2:40][CH2:41][C:42]1[NH:43][C:44](=[O:52])[C:45]2[CH:51]=[CH:50][CH:49]=[N:48][C:46]=2[N:47]=1. Product: [O:52]=[C:44]1[NH:43][C:42]([CH2:41][NH:40][C:9](=[O:11])[CH2:8][CH2:7][C:1]2[CH:2]=[CH:3][CH:4]=[CH:5][CH:6]=2)=[N:47][C:46]2[N:48]=[CH:49][CH:50]=[CH:51][C:45]1=2. The catalyst class is: 3.